This data is from Reaction yield outcomes from USPTO patents with 853,638 reactions. The task is: Predict the reaction yield, written as a fraction of the theoretical maximum amount of product (1.0 means a 100% yield; for example, 0.34 means a 34% yield). (1) The reactants are C(OC(=O)[NH:7][C@H:8]1[CH2:13][CH2:12][C@H:11]([CH2:14][CH2:15][N:16]2[CH2:21][CH2:20][N:19]([C:22]3[C:27]([Cl:28])=[C:26]([Cl:29])[N:25]=[C:24]([NH:30][CH3:31])[N:23]=3)[CH2:18][CH2:17]2)[CH2:10][CH2:9]1)(C)(C)C.[ClH:33]. The catalyst is C(OC(=O)C)C. The product is [ClH:28].[ClH:33].[ClH:28].[NH2:7][C@H:8]1[CH2:13][CH2:12][C@H:11]([CH2:14][CH2:15][N:16]2[CH2:17][CH2:18][N:19]([C:22]3[C:27]([Cl:28])=[C:26]([Cl:29])[N:25]=[C:24]([NH:30][CH3:31])[N:23]=3)[CH2:20][CH2:21]2)[CH2:10][CH2:9]1. The yield is 0.990. (2) The yield is 0.830. The catalyst is C1(C)C=CC=CC=1.O. The product is [NH:13]1[C:1]([C:3]2[CH:4]=[C:5]([CH:10]=[CH:11][CH:12]=2)[C:6]([O:8][CH3:9])=[O:7])=[N:2][N:15]=[N:14]1. The reactants are [C:1]([C:3]1[CH:4]=[C:5]([CH:10]=[CH:11][CH:12]=1)[C:6]([O:8][CH3:9])=[O:7])#[N:2].[N-:13]=[N+:14]=[N-:15].[Na+].Cl.C(N(CC)CC)C. (3) The reactants are S(Cl)([Cl:3])=O.[CH2:5]([C:7]1[C:8]([NH:29][CH2:30][C@@H:31]([C:43]([OH:45])=[O:44])[NH:32][C:33]([O:35][CH2:36][C:37]2[CH:42]=[CH:41][CH:40]=[CH:39][CH:38]=2)=[O:34])=[N:9][CH:10]=[N:11][C:12]=1[N:13]1[CH2:18][CH2:17][CH:16]([C:19]2[N:28]=[C:27]3[C:22]([CH2:23][CH2:24][CH2:25][NH:26]3)=[CH:21][CH:20]=2)[CH2:15][CH2:14]1)[CH3:6].[CH2:46](O)[CH3:47]. No catalyst specified. The product is [ClH:3].[ClH:3].[CH2:5]([C:7]1[C:8]([NH:29][CH2:30][C@@H:31]([C:43]([O:45][CH2:46][CH3:47])=[O:44])[NH:32][C:33]([O:35][CH2:36][C:37]2[CH:38]=[CH:39][CH:40]=[CH:41][CH:42]=2)=[O:34])=[N:9][CH:10]=[N:11][C:12]=1[N:13]1[CH2:14][CH2:15][CH:16]([C:19]2[N:28]=[C:27]3[C:22]([CH2:23][CH2:24][CH2:25][NH:26]3)=[CH:21][CH:20]=2)[CH2:17][CH2:18]1)[CH3:6]. The yield is 0.950. (4) The reactants are [C:1]([O:4][C@@:5]1([OH:31])[C@@H:9]([CH2:10][OH:11])[O:8][C@@:7]([O:22][C:23](=[O:25])[CH3:24])([N:12]2[C:21]3[N:20]=[CH:19][N:18]=C(O)[C:15]=3[N:14]=[CH:13]2)[C@:6]1([O:27][C:28](=[O:30])[CH3:29])[OH:26])(=[O:3])[CH3:2].C[N:33](C=O)C.S(Cl)(Cl)=O.[CH:41]([Cl:44])(Cl)Cl. No catalyst specified. The product is [C:1]([O:4][C@@:5]1([OH:31])[C@@H:9]([CH2:10][OH:11])[O:8][C@@:7]([O:22][C:23](=[O:25])[CH3:24])([N:12]2[C:21]3[C:15]([C:41]([Cl:44])([N:18]=[CH:19][N:20]=3)[NH2:33])=[N:14][CH2:13]2)[C@:6]1([O:27][C:28](=[O:30])[CH3:29])[OH:26])(=[O:3])[CH3:2]. The yield is 0.960. (5) The reactants are CO[C:3](=[O:24])[C:4]1[CH:9]=[CH:8][C:7]([O:10][CH2:11][C:12]2[C:13]([C:18]3[CH:23]=[CH:22][CH:21]=[CH:20][N:19]=3)=[N:14][O:15][C:16]=2[CH3:17])=[N:6][CH:5]=1.[CH:25]([NH2:28])([CH3:27])[CH3:26]. No catalyst specified. The product is [CH:25]([NH:28][C:3](=[O:24])[C:4]1[CH:9]=[CH:8][C:7]([O:10][CH2:11][C:12]2[C:13]([C:18]3[CH:23]=[CH:22][CH:21]=[CH:20][N:19]=3)=[N:14][O:15][C:16]=2[CH3:17])=[N:6][CH:5]=1)([CH3:27])[CH3:26]. The yield is 0.920. (6) The reactants are Cl[Sn]Cl.[F:4][C:5]1[CH:24]=[CH:23][CH:22]=[C:21]([F:25])[C:6]=1/[CH:7]=[CH:8]/[C:9]1[CH:17]=[CH:16][C:12]([N:13]([CH3:15])[CH3:14])=[CH:11][C:10]=1[N+:18]([O-])=O. The catalyst is Cl.C(O)(=O)C. The product is [F:4][C:5]1[CH:24]=[CH:23][CH:22]=[C:21]([F:25])[C:6]=1/[CH:7]=[CH:8]/[C:9]1[CH:17]=[CH:16][C:12]([N:13]([CH3:14])[CH3:15])=[CH:11][C:10]=1[NH2:18]. The yield is 0.690. (7) The product is [Br:24][CH2:25][C:20]([C:11]1[CH:10]=[C:9]([C:6]2[CH:5]=[CH:4][C:3]([S:2][CH3:1])=[CH:8][CH:7]=2)[N:13]([C:14]2[CH:19]=[CH:18][CH:17]=[CH:16][N:15]=2)[N:12]=1)=[O:22]. The catalyst is C1COCC1. The yield is 0.690. The reactants are [CH3:1][S:2][C:3]1[CH:8]=[CH:7][C:6]([C:9]2[N:13]([C:14]3[CH:19]=[CH:18][CH:17]=[CH:16][N:15]=3)[N:12]=[C:11]([C:20]([O:22]C)=O)[CH:10]=2)=[CH:5][CH:4]=1.[Br:24][CH2:25]Br.C[Li].